Predict which catalyst facilitates the given reaction. From a dataset of Catalyst prediction with 721,799 reactions and 888 catalyst types from USPTO. (1) Reactant: Br[C:2]1[CH:7]=[CH:6][C:5]([F:8])=[C:4]([N+:9]([O-:11])=[O:10])[CH:3]=1.B([C:15]1[CH:23]=[CH:22][CH:21]=[CH:20][C:16]=1[C:17]([OH:19])=[O:18])(O)O.C(=O)([O-])[O-].[K+].[K+]. Product: [F:8][C:5]1[CH:6]=[CH:7][C:2]([C:15]2[C:16]([C:17]([OH:19])=[O:18])=[CH:20][CH:21]=[CH:22][CH:23]=2)=[CH:3][C:4]=1[N+:9]([O-:11])=[O:10]. The catalyst class is: 455. (2) Reactant: Cl.Cl.[N:3]1([CH2:9][CH2:10][CH2:11][O:12][C:13]2[CH:14]=[C:15]3[C:20](=[CH:21][CH:22]=2)[CH2:19][NH:18][CH2:17][CH2:16]3)[CH2:8][CH2:7][CH2:6][CH2:5][CH2:4]1.[CH:23](=O)[CH3:24]. Product: [CH2:23]([N:18]1[CH2:17][CH2:16][C:15]2[C:20](=[CH:21][CH:22]=[C:13]([O:12][CH2:11][CH2:10][CH2:9][N:3]3[CH2:8][CH2:7][CH2:6][CH2:5][CH2:4]3)[CH:14]=2)[CH2:19]1)[CH3:24]. The catalyst class is: 61. (3) Reactant: [C:1]1([N:7]2[C:15]([NH2:16])=[C:14]3[C:9]([CH:10]=[CH:11][CH:12]=[CH:13]3)=[N:8]2)[CH:6]=[CH:5][CH:4]=[CH:3][CH:2]=1.[C:17]1(=O)[CH2:22][CH2:21][CH2:20][CH2:19][CH2:18]1.C(O)(=O)C.C(O[BH-](OC(=O)C)OC(=O)C)(=O)C.[Na+]. Product: [CH:17]1([NH:16][C:15]2[N:7]([C:1]3[CH:2]=[CH:3][CH:4]=[CH:5][CH:6]=3)[N:8]=[C:9]3[C:14]=2[CH:13]=[CH:12][CH:11]=[CH:10]3)[CH2:22][CH2:21][CH2:20][CH2:19][CH2:18]1. The catalyst class is: 2. (4) Product: [OH:1][C:2]1[C:3]([C:18]([NH:20][CH2:21][C:22]([OH:24])=[O:23])=[O:19])=[C:4]2[C:9](=[CH:10][C:11]=1[C:12]1[S:13][C:14]([CH3:17])=[CH:15][N:16]=1)[N:8]=[CH:7][CH:6]=[N:5]2. The catalyst class is: 8. Reactant: [OH:1][C:2]1[C:3]([C:18]([NH:20][CH2:21][C:22]([O:24]CC)=[O:23])=[O:19])=[C:4]2[C:9](=[CH:10][C:11]=1[C:12]1[S:13][C:14]([CH3:17])=[CH:15][N:16]=1)[N:8]=[CH:7][CH:6]=[N:5]2.[OH-].[Na+]. (5) Reactant: [Br:1][C:2]1[CH:7]=[CH:6][CH:5]=[CH:4][C:3]=1[C:8]1[N:9]=[CH:10][NH:11][CH:12]=1.C(N(CC)CC)C.[C:20](Cl)([C:33]1[CH:38]=[CH:37][CH:36]=[CH:35][CH:34]=1)([C:27]1[CH:32]=[CH:31][CH:30]=[CH:29][CH:28]=1)[C:21]1[CH:26]=[CH:25][CH:24]=[CH:23][CH:22]=1. Product: [Br:1][C:2]1[CH:7]=[CH:6][CH:5]=[CH:4][C:3]=1[C:8]1[N:9]=[CH:10][N:11]([C:20]([C:21]2[CH:26]=[CH:25][CH:24]=[CH:23][CH:22]=2)([C:33]2[CH:34]=[CH:35][CH:36]=[CH:37][CH:38]=2)[C:27]2[CH:28]=[CH:29][CH:30]=[CH:31][CH:32]=2)[CH:12]=1. The catalyst class is: 9. (6) Reactant: [CH3:1][O:2][CH:3]1[CH2:8][CH2:7][N:6]([CH2:9][CH2:10][CH2:11][N:12]2C(=O)C3C(=CC=CC=3)C2=O)[CH2:5][CH2:4]1. Product: [CH3:1][O:2][CH:3]1[CH2:8][CH2:7][N:6]([CH2:9][CH2:10][CH2:11][NH2:12])[CH2:5][CH2:4]1. The catalyst class is: 14.